Dataset: Forward reaction prediction with 1.9M reactions from USPTO patents (1976-2016). Task: Predict the product of the given reaction. (1) Given the reactants [C:1]([C:3]1[S:7][C:6]([S:8][CH3:9])=[N:5][C:4]=1[N:10]=[CH:11][N:12](C)C)#[N:2].N[C:16]1[CH:21]=[C:20]([CH3:22])[CH:19]=[CH:18][C:17]=1[S:23][C:24]1[CH:29]=[CH:28][C:27]([NH:30][C:31](=[O:33])[CH3:32])=[CH:26][CH:25]=1.NC1C=C(OCC2C=CC=C(Br)C=2)C=CC=1SC1C=CC(O)=CC=1, predict the reaction product. The product is: [CH3:22][C:20]1[CH:21]=[CH:16][C:17]([S:23][C:24]2[CH:29]=[CH:28][C:27]([NH:30][C:31](=[O:33])[CH3:32])=[CH:26][CH:25]=2)=[C:18]([NH:2][C:1]2[C:3]3[S:7][C:6]([S:8][CH3:9])=[N:5][C:4]=3[N:10]=[CH:11][N:12]=2)[CH:19]=1. (2) Given the reactants Br[C:2]1[CH:3]=[C:4]2[C:8](=[C:9]([C:11]([NH:13][CH2:14][C:15]3[C:16](=[O:23])[NH:17][C:18]([CH3:22])=[CH:19][C:20]=3[CH3:21])=[O:12])[CH:10]=1)[N:7]([CH3:24])[CH:6]=[C:5]2[CH:25]([CH3:27])[CH3:26].C(N(CC)CC)C.N#N, predict the reaction product. The product is: [NH3:7].[CH3:11][OH:12].[CH3:21][C:20]1[CH:19]=[C:18]([CH3:22])[NH:17][C:16](=[O:23])[C:15]=1[CH2:14][NH:13][C:11]([C:9]1[CH:10]=[CH:2][CH:3]=[C:4]2[C:8]=1[N:7]([CH3:24])[CH:6]=[C:5]2[CH:25]([CH3:27])[CH3:26])=[O:12].